Dataset: Reaction yield outcomes from USPTO patents with 853,638 reactions. Task: Predict the reaction yield, written as a fraction of the theoretical maximum amount of product (1.0 means a 100% yield; for example, 0.34 means a 34% yield). (1) The reactants are [Br:1][C:2]1[CH:3]=[C:4]([CH:11]=[CH:12][CH:13]=1)[CH2:5][CH:6]([C:9]#[N:10])[C:7]#[N:8].[H-].[Na+].Br[CH2:17][CH2:18][F:19]. The yield is 0.330. The catalyst is CN(C)C=O. The product is [Br:1][C:2]1[CH:3]=[C:4]([CH:11]=[CH:12][CH:13]=1)[CH2:5][C:6]([CH2:17][CH2:18][F:19])([C:7]#[N:8])[C:9]#[N:10]. (2) The catalyst is CO. The product is [CH3:20][C:19]1[C:14]([CH:10]2[CH2:11][CH2:12][CH2:13][CH:8]([C:3]3[C:2]([CH3:1])=[CH:7][CH:6]=[CH:5][N:4]=3)[N:9]2[CH2:21][C:22]2[CH:23]=[C:24]([CH:27]=[CH:28][CH:29]=2)[C:25]([NH:32][OH:37])=[NH:26])=[N:15][CH:16]=[CH:17][CH:18]=1. The reactants are [CH3:1][C:2]1[C:3]([CH:8]2[CH2:13][CH2:12][CH2:11][CH:10]([C:14]3[C:19]([CH3:20])=[CH:18][CH:17]=[CH:16][N:15]=3)[N:9]2[CH2:21][C:22]2[CH:23]=[C:24]([CH:27]=[CH:28][CH:29]=2)[C:25]#[N:26])=[N:4][CH:5]=[CH:6][CH:7]=1.CC[N:32](CC)CC.[OH2:37]. The yield is 0.880. (3) The reactants are ClC1C=CC=CC=1NC(=O)NC1C=CC(C2C=C3C(CN([C@@H](C(C)C)C(O)=O)C3=O)=CC=2)=NC=1.[CH3:35][C:36]1[CH:37]=[C:38]([NH:43][C:44](=[O:74])[NH:45][C:46]2[CH:51]=[CH:50][C:49]([C:52]3[CH:60]=[C:59]4[C:55]([CH2:56][N:57]([C@@H:62]([CH:67]([CH3:69])[CH3:68])[C:63]([O:65]C)=[O:64])[C:58]4=[O:61])=[CH:54][CH:53]=3)=[C:48]([C:70]([F:73])([F:72])[F:71])[CH:47]=2)[CH:39]=[CH:40][C:41]=1[CH3:42]. No catalyst specified. The product is [CH3:35][C:36]1[CH:37]=[C:38]([NH:43][C:44](=[O:74])[NH:45][C:46]2[CH:51]=[CH:50][C:49]([C:52]3[CH:60]=[C:59]4[C:55]([CH2:56][N:57]([C@@H:62]([CH:67]([CH3:69])[CH3:68])[C:63]([OH:65])=[O:64])[C:58]4=[O:61])=[CH:54][CH:53]=3)=[C:48]([C:70]([F:73])([F:71])[F:72])[CH:47]=2)[CH:39]=[CH:40][C:41]=1[CH3:42]. The yield is 0.920. (4) The yield is 0.210. The catalyst is CN(C=O)C.C(Cl)Cl. The product is [C:23]1([C:30]2[CH:35]=[CH:34][CH:33]=[CH:32][CH:31]=2)[CH:24]=[CH:25][C:26]([O:29][CH:2]2[CH2:6][CH2:5][N:4]([C:7]3[CH:12]=[CH:11][C:10]([O:13][CH2:14][C@H:15]([OH:19])[CH2:16][S:17][CH3:18])=[C:9]([O:20][CH3:21])[CH:8]=3)[C:3]2=[O:22])=[CH:27][CH:28]=1. The reactants are Br[CH:2]1[CH2:6][CH2:5][N:4]([C:7]2[CH:12]=[CH:11][C:10]([O:13][CH2:14][C@H:15]([OH:19])[CH2:16][S:17][CH3:18])=[C:9]([O:20][CH3:21])[CH:8]=2)[C:3]1=[O:22].[C:23]1([C:30]2[CH:35]=[CH:34][CH:33]=[CH:32][CH:31]=2)[CH:28]=[CH:27][C:26]([OH:29])=[CH:25][CH:24]=1.C([O-])([O-])=O.[K+].[K+]. (5) The reactants are [Cl:1][C:2]1[CH:7]=[CH:6][C:5]([C:8]2[CH:9]=[C:10]3[C:14](=[C:15]([C:17]([NH2:19])=[O:18])[CH:16]=2)[NH:13][CH:12]=[CH:11]3)=[CH:4][CH:3]=1.[C:20]1([CH2:26][N:27]2[CH2:32][CH2:31][C:30](=O)[CH2:29][CH2:28]2)[CH:25]=[CH:24][CH:23]=[CH:22][CH:21]=1.C[O-].[Na+]. The catalyst is CO. The product is [Cl:1][C:2]1[CH:7]=[CH:6][C:5]([C:8]2[CH:9]=[C:10]3[C:14](=[C:15]([C:17]([NH2:19])=[O:18])[CH:16]=2)[NH:13][CH:12]=[C:11]3[C:30]2[CH2:31][CH2:32][N:27]([CH2:26][C:20]3[CH:25]=[CH:24][CH:23]=[CH:22][CH:21]=3)[CH2:28][CH:29]=2)=[CH:4][CH:3]=1. The yield is 0.930. (6) The reactants are Cl[C:2]1[CH:3]=[C:4]([NH:10][C:11]2[CH:16]=[CH:15][C:14]([N:17]3[CH2:22][CH2:21][N:20]([CH:23]4[CH2:26][O:25][CH2:24]4)[CH2:19][C@@H:18]3[CH3:27])=[CH:13][N:12]=2)[C:5](=[O:9])[N:6]([CH3:8])[N:7]=1.[C:28]([O:31][CH2:32][C:33]1[C:34]([N:42]2[N:51]=[CH:50][C:49]3[C:44](=[C:45]([F:56])[CH:46]=[C:47]([C:52]([CH3:55])([CH3:54])[CH3:53])[CH:48]=3)[C:43]2=[O:57])=[N:35][CH:36]=[CH:37][C:38]=1B(O)O)(=[O:30])[CH3:29].[O-]P([O-])([O-])=O.[K+].[K+].[K+].O.O.O.C([O-])(=O)C.[Na+]. The catalyst is C1C=CC(P(C2C=CC=CC=2)[C-]2C=CC=C2)=CC=1.C1C=CC(P(C2C=CC=CC=2)[C-]2C=CC=C2)=CC=1.Cl[Pd]Cl.[Fe+2].C(#N)C.O. The product is [C:28]([O:31][CH2:32][C:33]1[C:34]([N:42]2[N:51]=[CH:50][C:49]3[C:44](=[C:45]([F:56])[CH:46]=[C:47]([C:52]([CH3:54])([CH3:53])[CH3:55])[CH:48]=3)[C:43]2=[O:57])=[N:35][CH:36]=[CH:37][C:38]=1[C:2]1[CH:3]=[C:4]([NH:10][C:11]2[CH:16]=[CH:15][C:14]([N:17]3[CH2:22][CH2:21][N:20]([CH:23]4[CH2:26][O:25][CH2:24]4)[CH2:19][C@@H:18]3[CH3:27])=[CH:13][N:12]=2)[C:5](=[O:9])[N:6]([CH3:8])[N:7]=1)(=[O:30])[CH3:29]. The yield is 0.420. (7) The reactants are [CH3:1][CH:2]([CH2:5][C:6]1[CH:11]=[CH:10][CH:9]=[CH:8][CH:7]=1)[CH2:3][NH2:4].[CH:12]1([C:19]2[CH:28]=[CH:27][C:22]3[NH:23][C:24](=[O:26])[O:25][C:21]=3[CH:20]=2)[CH2:17][CH2:16][C:15](=O)[CH2:14][CH2:13]1. No catalyst specified. The product is [CH3:1][CH:2]([CH2:5][C:6]1[CH:11]=[CH:10][CH:9]=[CH:8][CH:7]=1)[CH2:3][NH:4][C@H:15]1[CH2:16][CH2:17][C@H:12]([C:19]2[CH:28]=[CH:27][C:22]3[NH:23][C:24](=[O:26])[O:25][C:21]=3[CH:20]=2)[CH2:13][CH2:14]1. The yield is 0.480.